Dataset: NCI-60 drug combinations with 297,098 pairs across 59 cell lines. Task: Regression. Given two drug SMILES strings and cell line genomic features, predict the synergy score measuring deviation from expected non-interaction effect. (1) Drug 1: CC12CCC3C(C1CCC2=O)CC(=C)C4=CC(=O)C=CC34C. Drug 2: C1=CC=C(C(=C1)C(C2=CC=C(C=C2)Cl)C(Cl)Cl)Cl. Cell line: MCF7. Synergy scores: CSS=18.5, Synergy_ZIP=1.06, Synergy_Bliss=2.37, Synergy_Loewe=1.34, Synergy_HSA=1.52. (2) Drug 1: C1=C(C(=O)NC(=O)N1)F. Drug 2: CS(=O)(=O)CCNCC1=CC=C(O1)C2=CC3=C(C=C2)N=CN=C3NC4=CC(=C(C=C4)OCC5=CC(=CC=C5)F)Cl. Cell line: OVCAR-5. Synergy scores: CSS=34.0, Synergy_ZIP=0.673, Synergy_Bliss=0.0454, Synergy_Loewe=-0.643, Synergy_HSA=0.753. (3) Drug 1: CC12CCC3C(C1CCC2=O)CC(=C)C4=CC(=O)C=CC34C. Drug 2: CCC1=CC2CC(C3=C(CN(C2)C1)C4=CC=CC=C4N3)(C5=C(C=C6C(=C5)C78CCN9C7C(C=CC9)(C(C(C8N6C)(C(=O)OC)O)OC(=O)C)CC)OC)C(=O)OC.C(C(C(=O)O)O)(C(=O)O)O. Cell line: NCI-H522. Synergy scores: CSS=58.7, Synergy_ZIP=1.23, Synergy_Bliss=1.34, Synergy_Loewe=-8.01, Synergy_HSA=4.27. (4) Drug 1: CCN(CC)CCNC(=O)C1=C(NC(=C1C)C=C2C3=C(C=CC(=C3)F)NC2=O)C. Drug 2: COCCOC1=C(C=C2C(=C1)C(=NC=N2)NC3=CC=CC(=C3)C#C)OCCOC.Cl. Cell line: RPMI-8226. Synergy scores: CSS=9.35, Synergy_ZIP=-4.46, Synergy_Bliss=-2.83, Synergy_Loewe=-4.41, Synergy_HSA=-4.39. (5) Drug 1: C1C(C(OC1N2C=NC3=C(N=C(N=C32)Cl)N)CO)O. Drug 2: CC1=C2C(C(=O)C3(C(CC4C(C3C(C(C2(C)C)(CC1OC(=O)C(C(C5=CC=CC=C5)NC(=O)OC(C)(C)C)O)O)OC(=O)C6=CC=CC=C6)(CO4)OC(=O)C)O)C)O. Cell line: OVCAR-4. Synergy scores: CSS=11.6, Synergy_ZIP=-0.918, Synergy_Bliss=2.91, Synergy_Loewe=-2.14, Synergy_HSA=-1.93.